The task is: Predict the reactants needed to synthesize the given product.. This data is from Full USPTO retrosynthesis dataset with 1.9M reactions from patents (1976-2016). Given the product [C:9]([C:8]1[CH:7]=[CH:6][C:5]([NH2:15])=[CH:4][C:3]=1[O:2][CH3:1])#[CH:10], predict the reactants needed to synthesize it. The reactants are: [CH3:1][O:2][C:3]1[CH:4]=[C:5]([NH2:15])[CH:6]=[CH:7][C:8]=1[C:9]#[C:10][Si](C)(C)C.C([O-])([O-])=O.[K+].[K+].